From a dataset of Reaction yield outcomes from USPTO patents with 853,638 reactions. Predict the reaction yield, written as a fraction of the theoretical maximum amount of product (1.0 means a 100% yield; for example, 0.34 means a 34% yield). (1) The reactants are COC1C=CC(P2(SP(C3C=CC(OC)=CC=3)(=S)S2)=[S:10])=CC=1.[CH3:23][O:24][C:25](=[O:49])[CH2:26][CH2:27][CH2:28][CH2:29][CH2:30][CH2:31][C:32](=O)[NH:33][CH2:34][C:35]([C:37]1[CH:42]=[C:41]([Cl:43])[CH:40]=[CH:39][C:38]=1[O:44][CH:45]([CH3:47])[CH3:46])=O. The catalyst is C1COCC1. The product is [CH3:23][O:24][C:25](=[O:49])[CH2:26][CH2:27][CH2:28][CH2:29][CH2:30][CH2:31][C:32]1[S:10][C:35]([C:37]2[CH:42]=[C:41]([Cl:43])[CH:40]=[CH:39][C:38]=2[O:44][CH:45]([CH3:47])[CH3:46])=[CH:34][N:33]=1. The yield is 0.460. (2) The reactants are [CH2:1]([O:8][C:9]1[CH:10]=[C:11]([CH2:37][CH2:38][C:39]([O:41]CC)=[O:40])[CH:12]=[CH:13][C:14]=1[O:15][CH2:16][CH2:17][CH2:18][C:19]1[C:20]([O:34][CH2:35][CH3:36])=[N:21][N:22]([C:24]2[CH:29]=[CH:28][C:27]([C:30]([F:33])([F:32])[F:31])=[CH:26][N:25]=2)[CH:23]=1)[C:2]1[CH:7]=[CH:6][CH:5]=[CH:4][CH:3]=1.[OH-].[Na+].O1CCCC1.Cl. The catalyst is CO. The product is [CH2:1]([O:8][C:9]1[CH:10]=[C:11]([CH2:37][CH2:38][C:39]([OH:41])=[O:40])[CH:12]=[CH:13][C:14]=1[O:15][CH2:16][CH2:17][CH2:18][C:19]1[C:20]([O:34][CH2:35][CH3:36])=[N:21][N:22]([C:24]2[CH:29]=[CH:28][C:27]([C:30]([F:33])([F:32])[F:31])=[CH:26][N:25]=2)[CH:23]=1)[C:2]1[CH:3]=[CH:4][CH:5]=[CH:6][CH:7]=1. The yield is 0.710.